Predict the reaction yield, written as a fraction of the theoretical maximum amount of product (1.0 means a 100% yield; for example, 0.34 means a 34% yield). From a dataset of Reaction yield outcomes from USPTO patents with 853,638 reactions. (1) The yield is 0.930. The reactants are CO[N:3]=[C:4]1[C:13]2[C:8](=[CH:9][C:10]([C:14]([CH3:17])([CH3:16])[CH3:15])=[CH:11][CH:12]=2)[O:7][CH2:6][CH2:5]1.N. The catalyst is CO.[Pd]. The product is [C:14]([C:10]1[CH:9]=[C:8]2[C:13]([CH:4]([NH2:3])[CH2:5][CH2:6][O:7]2)=[CH:12][CH:11]=1)([CH3:17])([CH3:15])[CH3:16]. (2) The reactants are [S:1]([C:5]1[CH:13]=[CH:12][C:8]([C:9]([OH:11])=O)=[CH:7][CH:6]=1)(=[O:4])(=[O:3])[NH2:2].CN(C(ON1N=NC2C=CC=NC1=2)=[N+](C)C)C.F[P-](F)(F)(F)(F)F.[NH2:38][CH2:39][CH:40]([OH:52])[CH2:41][N:42]1[CH2:51][CH2:50][C:49]2[C:44](=[CH:45][CH:46]=[CH:47][CH:48]=2)[CH2:43]1. The catalyst is C(Cl)Cl.O. The product is [CH2:43]1[C:44]2[C:49](=[CH:48][CH:47]=[CH:46][CH:45]=2)[CH2:50][CH2:51][N:42]1[CH2:41][CH:40]([OH:52])[CH2:39][NH:38][C:9](=[O:11])[C:8]1[CH:7]=[CH:6][C:5]([S:1](=[O:3])(=[O:4])[NH2:2])=[CH:13][CH:12]=1. The yield is 0.290. (3) The reactants are [C:1]([C:4]1[CH:12]=[CH:11][C:7]([C:8]([OH:10])=[O:9])=[CH:6][CH:5]=1)(=[O:3])[CH3:2].[CH3:13][O:14][C:15]1[CH:22]=[C:21]([O:23][CH3:24])[C:20]([C:25]2[N:26]([CH3:34])[C:27]3[C:32]([CH:33]=2)=[CH:31][CH:30]=[CH:29][CH:28]=3)=[CH:19][C:16]=1[CH:17]=O. No catalyst specified. The product is [CH3:13][O:14][C:15]1[CH:22]=[C:21]([O:23][CH3:24])[C:20]([C:25]2[N:26]([CH3:34])[C:27]3[C:32]([CH:33]=2)=[CH:31][CH:30]=[CH:29][CH:28]=3)=[CH:19][C:16]=1/[CH:17]=[CH:2]/[C:1]([C:4]1[CH:12]=[CH:11][C:7]([C:8]([OH:10])=[O:9])=[CH:6][CH:5]=1)=[O:3]. The yield is 0.870. (4) The reactants are FC(F)(F)C1C=C(NC(=O)NC2C=CC(C3SC(CCC(OC)=O)=NC=3)=CC=2)C=CC=1.[NH2:32][C:33]1[CH:38]=[CH:37][C:36]([C:39]2[S:43][C:42]([CH:44]3[CH2:49][CH2:48][CH:47]([C:50]([O:52][CH3:53])=[O:51])[CH2:46][CH2:45]3)=[N:41][CH:40]=2)=[CH:35][CH:34]=1.[N:54]([C:57]1[C:62]([C:63]([F:66])([F:65])[F:64])=[CH:61][CH:60]=[CH:59][C:58]=1[F:67])=[C:55]=[O:56]. No catalyst specified. The product is [F:67][C:58]1[CH:59]=[CH:60][CH:61]=[C:62]([C:63]([F:66])([F:65])[F:64])[C:57]=1[NH:54][C:55](=[O:56])[NH:32][C:33]1[CH:34]=[CH:35][C:36]([C:39]2[S:43][C:42]([CH:44]3[CH2:45][CH2:46][CH:47]([C:50]([O:52][CH3:53])=[O:51])[CH2:48][CH2:49]3)=[N:41][CH:40]=2)=[CH:37][CH:38]=1. The yield is 0.680. (5) The reactants are [Br:1][C:2]1[CH:15]=[CH:14][C:13]2[N:12]([S:16]([C:19]3[CH:24]=[CH:23][C:22]([O:25]C)=[C:21]([Br:27])[CH:20]=3)(=[O:18])=[O:17])[CH:11]([C:28]3[CH:33]=[CH:32][CH:31]=[CH:30][CH:29]=3)[C:10]3[C:5](=[CH:6][CH:7]=[CH:8][CH:9]=3)[C:4]=2[CH:3]=1.C1CCCCC=1.B(Br)(Br)Br.ClCCl. No catalyst specified. The product is [Br:27][C:21]1[CH:20]=[C:19]([S:16]([N:12]2[CH:11]([C:28]3[CH:33]=[CH:32][CH:31]=[CH:30][CH:29]=3)[C:10]3[C:5](=[CH:6][CH:7]=[CH:8][CH:9]=3)[C:4]3[CH:3]=[C:2]([Br:1])[CH:15]=[CH:14][C:13]2=3)(=[O:17])=[O:18])[CH:24]=[CH:23][C:22]=1[OH:25]. The yield is 0.630.